From a dataset of Experimentally validated miRNA-target interactions with 360,000+ pairs, plus equal number of negative samples. Binary Classification. Given a miRNA mature sequence and a target amino acid sequence, predict their likelihood of interaction. The miRNA is hsa-miR-655-3p with sequence AUAAUACAUGGUUAACCUCUUU. The protein sequence of the target gene is MGLLAFRDVALEFSPEEWECLDPAQRSLYRDVMLENYRNLISLGEDSFNMQFLFHSLAMSKPELIICLEARKEPWNVNTEKTARHSVLSSYLTEDILPEQGLQVSFQKVMLRRYERCCLEKLRLRNDWEIVGEWKGQKASYNGLDLCSATTHSKNFQCNKCVKGFSKFANLNKCKISHTGEKPFKCKECGNVSCMSLIMTQQQRIHIGENPYQCKKCGKAFNECSCFTDCKRIHVGEKHCKCEECNNIFKSCSSLAVVEKNHTEKKTYRCEECGKAFNLCSVLTKHKKIHTGEKPYKCEE.... Result: 1 (interaction).